Task: Predict the reaction yield, written as a fraction of the theoretical maximum amount of product (1.0 means a 100% yield; for example, 0.34 means a 34% yield).. Dataset: Reaction yield outcomes from USPTO patents with 853,638 reactions (1) The reactants are [C:1]([C:4]1[CH:5]=[CH:6][C:7]([CH:13]2[CH2:18][N:17]([C:19]([O:21][C:22]([CH3:25])([CH3:24])[CH3:23])=[O:20])[CH2:16][CH:15]([C:26](OC)=[O:27])[CH2:14]2)=[C:8]2[C:12]=1[NH:11][CH:10]=[CH:9]2)(=[O:3])[NH2:2].O.[Li+].[BH4-].[NH4+].[Cl-]. The catalyst is C1COCC1. The product is [C:1]([C:4]1[CH:5]=[CH:6][C:7]([CH:13]2[CH2:14][CH:15]([CH2:26][OH:27])[CH2:16][N:17]([C:19]([O:21][C:22]([CH3:25])([CH3:24])[CH3:23])=[O:20])[CH2:18]2)=[C:8]2[C:12]=1[NH:11][CH:10]=[CH:9]2)(=[O:3])[NH2:2]. The yield is 1.01. (2) No catalyst specified. The product is [OH:1][C@@H:2]1[CH2:26][CH2:25][C@@:24]2([CH3:27])[C@H:4]([C@@H:5]([CH2:31][CH3:32])[C@@H:6]([OH:30])[C@@H:7]3[C@@H:23]2[CH2:22][CH2:21][C@@:20]2([CH3:28])[C@H:8]3[CH2:9][C@H:10]([OH:29])[C@@H:11]2[C@H:12]([CH3:19])[CH2:13][CH2:14][C:15]([O:17][CH3:18])=[O:16])[CH2:3]1. The yield is 0.360. The reactants are [O:1]=[C:2]1[CH2:26][CH2:25][C@@:24]2([CH3:27])[C@H:4]([C@@H:5]([CH2:31][CH3:32])[C:6](=[O:30])[C@@H:7]3[C@@H:23]2[CH2:22][CH2:21][C@@:20]2([CH3:28])[C@H:8]3[CH2:9][C:10](=[O:29])[C@@H:11]2[C@H:12]([CH3:19])[CH2:13][CH2:14][C:15]([O:17][CH3:18])=[O:16])[CH2:3]1.Cl. (3) The product is [CH2:3]([C:4]1[CH:13]=[C:12]2[C:7]([CH:8]=[C:9]([NH:14][C:15]([CH:17]3[CH2:19][CH2:18]3)=[O:16])[N:10]=[CH:11]2)=[CH:6][CH:5]=1)[CH:2]([CH3:20])[CH3:1]. The reactants are [CH3:1][C:2]([CH3:20])=[CH:3][C:4]1[CH:13]=[C:12]2[C:7]([CH:8]=[C:9]([NH:14][C:15]([CH:17]3[CH2:19][CH2:18]3)=[O:16])[N:10]=[CH:11]2)=[CH:6][CH:5]=1.C(OCC)(=O)C.C(O)C. The yield is 0.700. The catalyst is [Pd]. (4) The reactants are Cl.Cl.N[CH2:4][CH2:5][CH2:6][CH2:7][C:8]1[CH:23]=[CH:22][C:11]([O:12][CH2:13][C:14]([NH:16][C:17]2[NH:18][CH:19]=[CH:20][N:21]=2)=[O:15])=[CH:10][CH:9]=1.C([N:27](C(C)C)CC)(C)C.I.[NH2:34][C:35]1[C:36]([C:43]([NH:45][C:46](=[NH:49])SC)=[O:44])=[N:37][C:38]([Cl:42])=[C:39]([NH2:41])[N:40]=1. The catalyst is C(O)C.CO. The product is [NH2:34][C:35]1[C:36]([C:43]([N:45]([CH2:4][CH2:5][CH2:6][CH2:7][C:8]2[CH:23]=[CH:22][C:11]([O:12][CH2:13][C:14]([NH:16][C:17]3[NH:21][CH:20]=[CH:19][N:18]=3)=[O:15])=[CH:10][CH:9]=2)[C:46]([NH2:49])=[NH:27])=[O:44])=[N:37][C:38]([Cl:42])=[C:39]([NH2:41])[N:40]=1. The yield is 0.290. (5) The reactants are [Br:1][C:2]1[CH:3]=[CH:4][C:5]([OH:11])=[C:6]([C:8](=[O:10])[CH3:9])[CH:7]=1.[S:12]1[CH:16]=[CH:15][CH:14]=[C:13]1[CH:17]=O. The catalyst is C(O)C.O. The product is [Br:1][C:2]1[CH:7]=[C:6]2[C:5](=[CH:4][CH:3]=1)[O:11][CH:17]([C:13]1[S:12][CH:16]=[CH:15][CH:14]=1)[CH2:9][C:8]2=[O:10]. The yield is 0.500. (6) The reactants are [CH:1]([C:3]1[CH:12]=[C:11]2[C:6]([C:7]([C:17]3[CH:22]=[CH:21][C:20]([O:23][CH3:24])=[CH:19][C:18]=3[F:25])=[CH:8][C:9]([C:13]([O:15][CH3:16])=[O:14])=[N:10]2)=[CH:5][CH:4]=1)=[CH2:2].B1C2CCCC1CCC2.Br[C:36]1[CH:37]=[CH:38][C:39]([C:42]#[N:43])=[N:40][CH:41]=1.C(P(C12CC3CC(CC(C3)C1)C2)C12CC3CC(CC(C3)C1)C2)CCC.C(=O)([O-])[O-].[K+].[K+].N#N. The catalyst is C1COCC1.[Cl-].[Na+].O.C1C=CC(/C=C/C(/C=C/C2C=CC=CC=2)=O)=CC=1.C1C=CC(/C=C/C(/C=C/C2C=CC=CC=2)=O)=CC=1.C1C=CC(/C=C/C(/C=C/C2C=CC=CC=2)=O)=CC=1.[Pd].[Pd].CCOC(C)=O.O. The product is [C:42]([C:39]1[N:40]=[CH:41][C:36]([CH2:2][CH2:1][C:3]2[CH:12]=[C:11]3[C:6]([C:7]([C:17]4[CH:22]=[CH:21][C:20]([O:23][CH3:24])=[CH:19][C:18]=4[F:25])=[CH:8][C:9]([C:13]([O:15][CH3:16])=[O:14])=[N:10]3)=[CH:5][CH:4]=2)=[CH:37][CH:38]=1)#[N:43]. The yield is 0.489.